Dataset: Full USPTO retrosynthesis dataset with 1.9M reactions from patents (1976-2016). Task: Predict the reactants needed to synthesize the given product. Given the product [C:1]([C:3]1[CH:4]=[C:5]([CH2:9][CH2:10][C:11]([O:13][C:14]([CH3:17])([CH3:16])[CH3:15])=[O:12])[CH:6]=[CH:7][CH:8]=1)#[N:2], predict the reactants needed to synthesize it. The reactants are: [C:1]([C:3]1[CH:4]=[C:5](/[CH:9]=[CH:10]/[C:11]([O:13][C:14]([CH3:17])([CH3:16])[CH3:15])=[O:12])[CH:6]=[CH:7][CH:8]=1)#[N:2].[H][H].